This data is from Forward reaction prediction with 1.9M reactions from USPTO patents (1976-2016). The task is: Predict the product of the given reaction. (1) The product is: [Cl:11][C:4]1[CH:3]=[C:2]([B:12]2[O:16][C:15]([CH3:18])([CH3:17])[C:14]([CH3:20])([CH3:19])[O:13]2)[CH:7]=[CH:6][C:5]=1[CH:8]([OH:10])[CH3:9]. Given the reactants Br[C:2]1[CH:7]=[CH:6][C:5]([CH:8]([OH:10])[CH3:9])=[C:4]([Cl:11])[CH:3]=1.[B:12]1([B:12]2[O:16][C:15]([CH3:18])([CH3:17])[C:14]([CH3:20])([CH3:19])[O:13]2)[O:16][C:15]([CH3:18])([CH3:17])[C:14]([CH3:20])([CH3:19])[O:13]1.C([O-])(=O)C.[K+], predict the reaction product. (2) Given the reactants [Cl:1][C:2]1[CH:7]=[CH:6][C:5]([C:8]2[C:13]([C:14]([OH:16])=O)=[CH:12][N:11]=[CH:10][CH:9]=2)=[C:4]([F:17])[CH:3]=1.C(Cl)CCl.C1C=C[C:25]2N(O)N=[N:28][C:26]=2[CH:27]=1.CCN(C(C)C)C(C)C.C1(N)CC1, predict the reaction product. The product is: [Cl:1][C:2]1[CH:7]=[CH:6][C:5]([C:8]2[C:13]([C:14]([NH:28][CH:26]3[CH2:27][CH2:25]3)=[O:16])=[CH:12][N:11]=[CH:10][CH:9]=2)=[C:4]([F:17])[CH:3]=1. (3) The product is: [CH3:20][O:21][C:22]1[CH:23]=[CH:24][C:25]2[C:29]([O:30][C:31]3[CH:32]=[CH:33][C:34]([O:37][CH2:38][CH2:39][N:40]4[CH2:45][CH2:44][CH2:43][CH2:42][CH2:41]4)=[CH:35][CH:36]=3)=[C:28]([C:9]3[CH:10]=[C:11]4[C:15](=[CH:16][CH:17]=3)[C:14](=[O:18])[NH:13][CH2:12]4)[S:27][C:26]=2[CH:47]=1. Given the reactants CC1(C)C(C)(C)OB([C:9]2[CH:10]=[C:11]3[C:15](=[CH:16][CH:17]=2)[C:14](=[O:18])[NH:13][CH2:12]3)O1.[CH3:20][O:21][C:22]1[CH:23]=[CH:24][C:25]2[C:29]([O:30][C:31]3[CH:36]=[CH:35][C:34]([O:37][CH2:38][CH2:39][N:40]4[CH2:45][CH2:44][CH2:43][CH2:42][CH2:41]4)=[CH:33][CH:32]=3)=[C:28](Br)[S:27][C:26]=2[CH:47]=1.C(=O)([O-])[O-].[Na+].[Na+], predict the reaction product. (4) Given the reactants [CH2:1]([O:3][C:4](=[O:31])[C@@H:5]([O:27][CH:28]([CH3:30])[CH3:29])[CH2:6][C:7]1[CH:12]=[CH:11][CH:10]=[C:9]([O:13][CH2:14][C@H:15](O)[CH2:16][O:17][C:18]2[CH:23]=[CH:22][C:21]([Cl:24])=[CH:20][C:19]=2[Cl:25])[CH:8]=1)[CH3:2].C(N(S(F)(F)[F:38])CC)C.O, predict the reaction product. The product is: [CH2:1]([O:3][C:4](=[O:31])[C@@H:5]([O:27][CH:28]([CH3:30])[CH3:29])[CH2:6][C:7]1[CH:12]=[CH:11][CH:10]=[C:9]([O:13][CH2:14][C@@H:15]([F:38])[CH2:16][O:17][C:18]2[CH:23]=[CH:22][C:21]([Cl:24])=[CH:20][C:19]=2[Cl:25])[CH:8]=1)[CH3:2]. (5) Given the reactants [C:1]([O:5][C:6]([N:8]1[CH:17](OC)[CH2:16][CH2:15][C@H:9]1[C:10]([O:12][CH2:13][CH3:14])=[O:11])=[O:7])([CH3:4])([CH3:3])[CH3:2].C[Si]([C:24]#[N:25])(C)C.B(F)(F)F, predict the reaction product. The product is: [C:1]([O:5][C:6]([N:8]1[CH:17]([C:24]#[N:25])[CH2:16][CH2:15][C@H:9]1[C:10]([O:12][CH2:13][CH3:14])=[O:11])=[O:7])([CH3:2])([CH3:3])[CH3:4]. (6) Given the reactants [CH:1]1[C:21]([Br:22])=[C:20]2[C:4]3[C:5]([C:15]([O:17][C:18]2=[O:19])=O)=[CH:6][C:7]([Br:14])=[C:8]2[C:9](O[C:12](=[O:13])[C:2]=1[C:3]=32)=[O:10].[CH2:23]([NH2:29])[CH:24]1[O:28][CH2:27][CH2:26][CH2:25]1, predict the reaction product. The product is: [Br:22][C:21]1[C:20]2[C:18](=[O:19])[N:29]([CH2:23][CH:24]3[CH2:25][CH2:26][CH2:27][O:28]3)[C:15](=[O:17])[C:5]3=[CH:6][C:7]([Br:14])=[C:8]4[C:3]([C:4]=23)=[C:2]([C:12](=[O:13])[N:29]([CH2:23][CH:24]2[CH2:25][CH2:26][CH2:27][O:28]2)[C:9]4=[O:10])[CH:1]=1. (7) Given the reactants [C:1]1([CH3:11])[CH:6]=[CH:5][C:4]([S:7](Cl)(=[O:9])=[O:8])=[CH:3][CH:2]=1.C(N(C(C)C)CC)(C)C.[F:21][C:22]1[CH:27]=[CH:26][CH:25]=[CH:24][C:23]=1[CH2:28][CH2:29][OH:30].[Cl-].[NH4+], predict the reaction product. The product is: [F:21][C:22]1[CH:27]=[CH:26][CH:25]=[CH:24][C:23]=1[CH2:28][CH2:29][O:30][S:7]([C:4]1[CH:5]=[CH:6][C:1]([CH3:11])=[CH:2][CH:3]=1)(=[O:9])=[O:8]. (8) Given the reactants [Br:1][C:2]1[CH:3]=[C:4]([CH:19]=[CH:20][C:21]=1F)[C:5]([NH:7][C:8]1[CH:13]=[CH:12][C:11]([O:14][C:15]([F:18])([F:17])[F:16])=[CH:10][CH:9]=1)=[O:6].[NH:23]1[CH2:27][C@H:26]([OH:28])[C@@H:25]([OH:29])[CH2:24]1.Cl, predict the reaction product. The product is: [Br:1][C:2]1[CH:3]=[C:4]([CH:19]=[CH:20][C:21]=1[N:23]1[CH2:27][C@H:26]([OH:28])[C@@H:25]([OH:29])[CH2:24]1)[C:5]([NH:7][C:8]1[CH:13]=[CH:12][C:11]([O:14][C:15]([F:18])([F:17])[F:16])=[CH:10][CH:9]=1)=[O:6]. (9) Given the reactants [F:1][C:2]([F:35])([CH3:34])[C:3]([NH:5][C@@H:6]([CH3:33])[C@H:7]([O:14][C:15]1[CH:16]=[C:17]2[C:21](=[CH:22][CH:23]=1)[N:20]([C:24]1[CH:25]=[C:26]([CH:30]=[CH:31][CH:32]=1)[C:27]([NH2:29])=[O:28])[N:19]=[CH:18]2)[C:8]1[CH:13]=[CH:12][CH:11]=[CH:10][CH:9]=1)=[O:4].[OH:36][C@H:37]1[CH2:41]N[C@H:39]([C:42]([NH2:44])=[O:43])[CH2:38]1, predict the reaction product. The product is: [F:35][C:2]([F:1])([CH3:34])[C:3]([NH:5][C@@H:6]([CH3:33])[C@H:7]([O:14][C:15]1[CH:16]=[C:17]2[C:21](=[CH:22][CH:23]=1)[N:20]([C:24]1[CH:25]=[C:26]([C:27]([N:29]3[CH2:41][C@H:37]([OH:36])[CH2:38][C@H:39]3[C:42]([NH2:44])=[O:43])=[O:28])[CH:30]=[CH:31][CH:32]=1)[N:19]=[CH:18]2)[C:8]1[CH:9]=[CH:10][CH:11]=[CH:12][CH:13]=1)=[O:4]. (10) Given the reactants [CH2:1]([C:4]1[S:5][C:6]2[C:15]3[CH:14]=[CH:13][C:12]([OH:16])=[CH:11][C:10]=3[N:9]=[CH:8][C:7]=2[N:17]=1)[CH2:2][CH3:3].C(=O)([O-])[O-].[Cs+].[Cs+].I[CH2:25][CH2:26][NH:27][C:28](=[O:34])[O:29][C:30]([CH3:33])([CH3:32])[CH3:31], predict the reaction product. The product is: [CH2:1]([C:4]1[S:5][C:6]2[C:15]3[CH:14]=[CH:13][C:12]([O:16][CH2:25][CH2:26][NH:27][C:28](=[O:34])[O:29][C:30]([CH3:33])([CH3:32])[CH3:31])=[CH:11][C:10]=3[N:9]=[CH:8][C:7]=2[N:17]=1)[CH2:2][CH3:3].